This data is from Reaction yield outcomes from USPTO patents with 853,638 reactions. The task is: Predict the reaction yield, written as a fraction of the theoretical maximum amount of product (1.0 means a 100% yield; for example, 0.34 means a 34% yield). (1) The reactants are C(=O)([O-])[O-].[K+].[K+].Br[CH2:8][C:9]([O:11]C)=[O:10].[O:13]=[C:14]1[NH:22][C:21]2[C:16](=[N:17][C:18]([C:23]3[N:27]4[CH:28]=[C:29]([C:32]#[N:33])[CH:30]=[CH:31][C:26]4=[N:25][CH:24]=3)=[N:19][CH:20]=2)[N:15]1[CH:34]1[CH2:39][CH2:38][O:37][CH2:36][CH2:35]1.[OH-].[Na+].Cl. No catalyst specified. The product is [C:32]([C:29]1[CH:30]=[CH:31][C:26]2[N:27]([C:23]([C:18]3[N:17]=[C:16]4[C:21]([N:22]([CH2:8][C:9]([OH:11])=[O:10])[C:14](=[O:13])[N:15]4[CH:34]4[CH2:39][CH2:38][O:37][CH2:36][CH2:35]4)=[CH:20][N:19]=3)=[CH:24][N:25]=2)[CH:28]=1)#[N:33]. The yield is 0.260. (2) The reactants are Cl[C:2]1[CH:3]=[C:4]([CH:14]=[CH:15][C:16]=1[C:17]1[CH:18]=[C:19]2[C:23](=[CH:24][CH:25]=1)[C:22](=[O:26])[N:21]([CH:27]1[CH2:29][CH2:28]1)[CH2:20]2)[CH2:5][N:6]1[CH2:10][C:9](=[O:11])[N:8]([CH3:12])[C:7]1=[O:13].[CH3:30]B1OB(C)OB(C)O1.C1(P(C2CCCCC2)C2CCCCC2)CCCCC1.P([O-])([O-])([O-])=O.[K+].[K+].[K+]. The catalyst is O1CCOCC1.C1C=CC(/C=C/C(/C=C/C2C=CC=CC=2)=O)=CC=1.C1C=CC(/C=C/C(/C=C/C2C=CC=CC=2)=O)=CC=1.C1C=CC(/C=C/C(/C=C/C2C=CC=CC=2)=O)=CC=1.[Pd].[Pd].O. The product is [CH:27]1([N:21]2[CH2:20][C:19]3[C:23](=[CH:24][CH:25]=[C:17]([C:16]4[CH:15]=[CH:14][C:4]([CH2:5][N:6]5[CH2:10][C:9](=[O:11])[N:8]([CH3:12])[C:7]5=[O:13])=[CH:3][C:2]=4[CH3:30])[CH:18]=3)[C:22]2=[O:26])[CH2:28][CH2:29]1. The yield is 0.390. (3) The reactants are [C:1]([C:3]1[C:4]([O:21][S:22]([C:25]([F:28])([F:27])[F:26])(=[O:24])=[O:23])=[N:5][C:6]([CH:18]2[CH2:20][CH2:19]2)=[CH:7][C:8]=1[C:9]1[CH:14]=[CH:13][C:12]([N+:15]([O-])=O)=[CH:11][CH:10]=1)#[N:2].O.O.[Sn](Cl)Cl. The catalyst is CCO. The product is [NH2:15][C:12]1[CH:11]=[CH:10][C:9]([C:8]2[CH:7]=[C:6]([CH:18]3[CH2:19][CH2:20]3)[N:5]=[C:4]([O:21][S:22]([C:25]([F:27])([F:28])[F:26])(=[O:24])=[O:23])[C:3]=2[C:1]#[N:2])=[CH:14][CH:13]=1. The yield is 0.860. (4) The reactants are [CH3:1][O:2][C:3]1[CH:9]=[CH:8][C:6]([NH2:7])=[C:5]([CH3:10])[CH:4]=1.N1C=CC=CC=1.[CH3:17][S:18](Cl)(=[O:20])=[O:19]. The catalyst is C(Cl)Cl. The product is [CH3:1][O:2][C:3]1[CH:9]=[CH:8][C:6]([NH:7][S:18]([CH3:17])(=[O:20])=[O:19])=[C:5]([CH3:10])[CH:4]=1. The yield is 0.790. (5) The product is [F:41][C:2]1([F:1])[CH2:5][N:4]([C:6](=[O:40])[C@H:7]([NH:9][C:10]([C:12]2[C:20]3[C:15](=[N:16][CH:17]=[C:18]([C:21]4[C:29]5[C:24](=[CH:25][C:26]([Cl:30])=[CH:27][CH:28]=5)[N:23]([CH3:31])[N:22]=4)[N:19]=3)[NH:14][CH:13]=2)=[O:11])[CH3:8])[CH2:3]1. The reactants are [F:1][C:2]1([F:41])[CH2:5][N:4]([C:6](=[O:40])[C@H:7]([NH:9][C:10]([C:12]2[C:20]3[C:15](=[N:16][CH:17]=[C:18]([C:21]4[C:29]5[C:24](=[CH:25][C:26]([Cl:30])=[CH:27][CH:28]=5)[N:23]([CH3:31])[N:22]=4)[N:19]=3)[N:14](COCC[Si](C)(C)C)[CH:13]=2)=[O:11])[CH3:8])[CH2:3]1.FC(F)(F)C(O)=O.C(N)CN. The catalyst is ClCCl. The yield is 0.620. (6) The reactants are [Br:1][C:2]1[CH:3]=[C:4]([S:8](Cl)(=[O:10])=[O:9])[CH:5]=[CH:6][CH:7]=1.[NH2:12][CH2:13][CH2:14][C:15]#[N:16]. No catalyst specified. The product is [Br:1][C:2]1[CH:3]=[C:4]([S:8]([NH:16][CH2:15][CH2:14][C:13]#[N:12])(=[O:10])=[O:9])[CH:5]=[CH:6][CH:7]=1. The yield is 0.550. (7) The reactants are Br[C:2]1[CH:3]=[C:4]2[C@@H:13]3[CH2:14][N:15]([C:18]([O:20][C:21]([CH3:24])([CH3:23])[CH3:22])=[O:19])[CH2:16][CH2:17][C@@H:12]3[N:6]3[CH2:7][CH2:8][NH:9][C:10]([CH:11]=1)=[C:5]23.[Cl:25][C:26]1[CH:31]=[C:30]([Cl:32])[CH:29]=[CH:28][C:27]=1B(O)O. No catalyst specified. The product is [Cl:25][C:26]1[CH:31]=[C:30]([Cl:32])[CH:29]=[CH:28][C:27]=1[C:2]1[CH:3]=[C:4]2[C@@H:13]3[CH2:14][N:15]([C:18]([O:20][C:21]([CH3:22])([CH3:23])[CH3:24])=[O:19])[CH2:16][CH2:17][C@@H:12]3[N:6]3[CH2:7][CH2:8][NH:9][C:10]([CH:11]=1)=[C:5]23. The yield is 0.600.